Dataset: Peptide-MHC class I binding affinity with 185,985 pairs from IEDB/IMGT. Task: Regression. Given a peptide amino acid sequence and an MHC pseudo amino acid sequence, predict their binding affinity value. This is MHC class I binding data. (1) The peptide sequence is RVQFIPGQR. The MHC is HLA-B18:01 with pseudo-sequence HLA-B18:01. The binding affinity (normalized) is 0.0847. (2) The peptide sequence is VDSIFEQWL. The MHC is H-2-Kb with pseudo-sequence H-2-Kb. The binding affinity (normalized) is 0.0735. (3) The peptide sequence is RTDPVIDNI. The MHC is HLA-B27:05 with pseudo-sequence HLA-B27:05. The binding affinity (normalized) is 0.0847. (4) The binding affinity (normalized) is 0.555. The MHC is HLA-B53:01 with pseudo-sequence HLA-B53:01. The peptide sequence is APHHVVAVI. (5) The peptide sequence is YPVQQIGGNYV. The MHC is Mamu-B03 with pseudo-sequence Mamu-B03. The binding affinity (normalized) is 0. (6) The peptide sequence is ISIISIRPR. The MHC is HLA-A68:01 with pseudo-sequence HLA-A68:01. The binding affinity (normalized) is 0.652.